Predict the product of the given reaction. From a dataset of Forward reaction prediction with 1.9M reactions from USPTO patents (1976-2016). (1) Given the reactants [CH3:1][C:2]([CH:6]([C:12]([O:14][CH2:15][CH3:16])=[O:13])[C:7]([O:9][CH2:10][CH3:11])=[O:8])([C:4]#[CH:5])[CH3:3].[F:17][C:18]1[CH:19]=[C:20]([NH:24][C:25]2[N:30]=[C:29]([NH:31][CH2:32][CH2:33][CH3:34])[C:28](I)=[CH:27][N:26]=2)[CH:21]=[CH:22][CH:23]=1.C(OCC)(=O)C.[Cl-].[NH4+], predict the reaction product. The product is: [F:17][C:18]1[CH:19]=[C:20]([NH:24][C:25]2[N:30]=[C:29]([NH:31][CH2:32][CH2:33][CH3:34])[C:28]([C:5]#[C:4][C:2]([CH:6]([C:12]([O:14][CH2:15][CH3:16])=[O:13])[C:7]([O:9][CH2:10][CH3:11])=[O:8])([CH3:3])[CH3:1])=[CH:27][N:26]=2)[CH:21]=[CH:22][CH:23]=1. (2) The product is: [O:1]1[CH2:5][CH2:4][O:3][CH:2]1[CH2:6][NH:7][C:8]1[CH:13]=[C:12]([O:14][CH3:15])[CH:11]=[CH:10][C:9]=1[NH2:16]. Given the reactants [O:1]1[CH2:5][CH2:4][O:3][CH:2]1[CH2:6][NH:7][C:8]1[CH:13]=[C:12]([O:14][CH3:15])[CH:11]=[CH:10][C:9]=1[N+:16]([O-])=O, predict the reaction product.